From a dataset of Microsomal clearance measurements from AstraZeneca. Regression/Classification. Given a drug SMILES string, predict its absorption, distribution, metabolism, or excretion properties. Task type varies by dataset: regression for continuous measurements (e.g., permeability, clearance, half-life) or binary classification for categorical outcomes (e.g., BBB penetration, CYP inhibition). For this dataset (clearance_microsome_az), we predict log10(clearance) (log10 of the in vitro intrinsic clearance, CLint, in uL/min per mg of human liver microsomal protein, equivalently mL/min/g; values are censored to the assay range of 3 to 150, which is 0.477 to 2.18 on this log10 scale). (1) The compound is COc1ccc2c(c1)c(-c1ccnc3cc(Cl)ccc13)c(C)n2CC(=O)O. The log10(clearance) is 0.600. (2) The molecule is Cc1ccc(S(=O)(=O)Nc2c(C(=O)NC3CCCCC3C)c(C)nn2-c2ccccc2)cc1. The log10(clearance) is 1.76. (3) The drug is C[C@H](CO)Nc1nc(SCc2cccc(Cl)c2F)nc2[nH]c(=O)sc12. The log10(clearance) is 0.940. (4) The molecule is O=c1c2sccc2n(CC2COc3ccccc3O2)c(=O)n1O. The log10(clearance) is 0.480. (5) The drug is Cc1ccc(S(=O)(=O)Nc2c(C(=O)N[C@@H](C)C(C)(C)C)c(C)nn2C2CCOCC2)cc1. The log10(clearance) is 0.850. (6) The molecule is CSc1nccc(Nc2cc(NC(=O)c3cc(F)cc(N4CCOCC4)c3)ccc2C)n1. The log10(clearance) is 1.92. (7) The compound is CC(=O)Nc1nc(CCc2ccc(NC(=N)N)cc2)cs1. The log10(clearance) is 0.600. (8) The drug is O=C(NC[C@@H](O)CN1CCC(Oc2ccc(Cl)c(Cl)c2)CC1)c1c[nH]c(=O)c2cc(S(=O)(=O)NC3CC3)ccc12. The log10(clearance) is 1.32. (9) The drug is CN1CCC[C@H]1CCN1CCCc2cc(NC(=N)c3cccs3)ccc21. The log10(clearance) is 0.970. (10) The compound is C=CCN(C(=O)Cc1ccc(S(C)(=O)=O)cc1)C1CCN(CCC(c2ccccc2)c2ccccc2)CC1. The log10(clearance) is 1.00.